This data is from Full USPTO retrosynthesis dataset with 1.9M reactions from patents (1976-2016). The task is: Predict the reactants needed to synthesize the given product. (1) Given the product [CH:1]([C:3]1[CH:8]=[CH:7][C:6]([CH2:16][C:15]([O:14][CH2:12][CH3:13])=[O:18])=[CH:5][CH:4]=1)=[O:2], predict the reactants needed to synthesize it. The reactants are: [CH:1]([C:3]1[CH:8]=[CH:7][C:6](B(O)O)=[CH:5][CH:4]=1)=[O:2].[CH2:12]([O:14][C:15](=[O:18])[CH2:16]Br)[CH3:13].C(=O)([O-])[O-].[K+].[K+].O. (2) Given the product [F:45][C:46]1[CH:47]=[CH:48][C:49]([C:52]2[O:56][N:55]=[C:54]([C:57]([N:40]3[CH2:39][C@H:38]([CH2:41][S:42][CH3:43])[NH:37][C:36](=[O:44])[C@@H:35]3[CH2:31][CH:32]([CH3:34])[CH3:33])=[O:58])[N:53]=2)=[CH:50][CH:51]=1, predict the reactants needed to synthesize it. The reactants are: C([C@@H]1N(C(=O)C2C=CC(OC3C=CC=CC=3)=CC=2)C[C@H](CC(C)C)NC1=O)C(C)C.[CH2:31]([C@@H:35]1[NH:40][CH2:39][C@H:38]([CH2:41][S:42][CH3:43])[NH:37][C:36]1=[O:44])[CH:32]([CH3:34])[CH3:33].[F:45][C:46]1[CH:51]=[CH:50][C:49]([C:52]2[O:56][N:55]=[C:54]([C:57](O)=[O:58])[N:53]=2)=[CH:48][CH:47]=1. (3) Given the product [C:1]([C:3]1[C:4]([C:31]2[CH:36]=[CH:35][CH:34]=[C:33]([N+:37]([O-:39])=[O:38])[CH:32]=2)=[N:5][C:6]([S:29][CH3:30])=[N:7][C:8]=1[CH:9]=[CH2:40])#[N:2], predict the reactants needed to synthesize it. The reactants are: [C:1]([C:3]1[C:4]([C:31]2[CH:36]=[CH:35][CH:34]=[C:33]([N+:37]([O-:39])=[O:38])[CH:32]=2)=[N:5][C:6]([S:29][CH3:30])=[N:7][C:8]=1[CH:9]=P(C1C=CC=CC=1)(C1C=CC=CC=1)C1C=CC=CC=1)#[N:2].[CH2:40]=O.